The task is: Regression/Classification. Given a drug SMILES string, predict its absorption, distribution, metabolism, or excretion properties. Task type varies by dataset: regression for continuous measurements (e.g., permeability, clearance, half-life) or binary classification for categorical outcomes (e.g., BBB penetration, CYP inhibition). Dataset: bbb_martins.. This data is from Blood-brain barrier penetration binary classification data from Martins et al.. (1) The compound is C[C@@H]1CC2C3C[C@H](F)C4=CC(=O)C=CC4(C)[C@@]3(Cl)C(O)CC2(C)C1C(=O)COC(=O)C(C)(C)C. The result is 1 (penetrates BBB). (2) The molecule is CC(CN(C)C)CN1c2ccccc2Sc2ccc(C#N)cc21. The result is 1 (penetrates BBB). (3) The molecule is COc1ccccc1N1CCN(CC(O)COc2cc(OC)c(OC)c(OC)c2)CC1. The result is 1 (penetrates BBB). (4) The compound is COc1ccccc1OCC1CNC(=O)O1. The result is 1 (penetrates BBB). (5) The compound is c1cc(CN2CCCCC2)cc(OCCCNc2nccs2)c1. The result is 1 (penetrates BBB). (6) The result is 1 (penetrates BBB). The compound is CCCC(=O)O[C@]1(C(=O)COC(=O)CC)CC[C@H]2[C@@H]3CCC4=CC(=O)CC[C@]4(C)[C@H]3[C@@H](O)C[C@@]21C. (7) The molecule is OCCN1CCN(CC/C=C2/c3ccccc3COc3ccc(Cl)cc32)CC1. The result is 1 (penetrates BBB). (8) The drug is CC(=O)c1ccc2c(c1)N(CCCN(C)C)c1ccccc1S2. The result is 1 (penetrates BBB). (9) The drug is CC1C2Cc3ccc(O)cc3C1(C)CCN2C. The result is 1 (penetrates BBB).